Dataset: Peptide-MHC class II binding affinity with 134,281 pairs from IEDB. Task: Regression. Given a peptide amino acid sequence and an MHC pseudo amino acid sequence, predict their binding affinity value. This is MHC class II binding data. (1) The peptide sequence is GFGMLLRKYGIAAENVIDVK. The MHC is DRB3_0101 with pseudo-sequence DRB3_0101. The binding affinity (normalized) is 0.344. (2) The peptide sequence is NITMEDHCSQVFLKM. The MHC is DRB1_0101 with pseudo-sequence DRB1_0101. The binding affinity (normalized) is 0.675. (3) The peptide sequence is WNEPTAAAIAYGLDR. The MHC is HLA-DQA10401-DQB10402 with pseudo-sequence HLA-DQA10401-DQB10402. The binding affinity (normalized) is 0.619. (4) The peptide sequence is EAVLEDPYILLVSSK. The MHC is DRB1_0401 with pseudo-sequence DRB1_0401. The binding affinity (normalized) is 0.496. (5) The peptide sequence is QDVLLFTPASTEPQS. The MHC is DRB4_0101 with pseudo-sequence DRB4_0103. The binding affinity (normalized) is 0.485. (6) The peptide sequence is MATRFMTDPHAMRDM. The MHC is DRB1_0901 with pseudo-sequence DRB1_0901. The binding affinity (normalized) is 0.215. (7) The peptide sequence is PSPSETVSAQTIVLT. The MHC is H-2-IAd with pseudo-sequence H-2-IAd. The binding affinity (normalized) is 0.290. (8) The peptide sequence is SFGIVVAWQVKLLPV. The MHC is HLA-DPA10201-DPB11401 with pseudo-sequence HLA-DPA10201-DPB11401. The binding affinity (normalized) is 0.540.